This data is from Full USPTO retrosynthesis dataset with 1.9M reactions from patents (1976-2016). The task is: Predict the reactants needed to synthesize the given product. (1) Given the product [C:1]12([C:11]3[CH:12]=[C:13]([B:19]4[O:21][C:25]([CH3:28])([CH3:26])[C:23]([CH3:24])([CH3:22])[O:20]4)[CH:14]=[CH:15][C:16]=3[O:17][CH3:18])[CH2:8][CH:7]3[CH2:9][CH:3]([CH2:4][CH:5]([CH2:6]3)[CH2:10]1)[CH2:2]2, predict the reactants needed to synthesize it. The reactants are: [C:1]12([C:11]3[CH:12]=[C:13]([B:19]([OH:21])[OH:20])[CH:14]=[CH:15][C:16]=3[O:17][CH3:18])[CH2:10][CH:5]3[CH2:6][CH:7]([CH2:9][CH:3]([CH2:4]3)[CH2:2]1)[CH2:8]2.[CH3:22][C:23](O)([C:25]([CH3:28])(O)[CH3:26])[CH3:24].C1(C)C=CC=CC=1. (2) Given the product [Br:13][C:14]1[CH:19]=[CH:18][C:17]([F:20])=[C:16]([C:23](=[O:24])[CH:22]([F:28])[F:21])[CH:15]=1, predict the reactants needed to synthesize it. The reactants are: C(NC(C)C)(C)C.[Li]CCCC.[Br:13][C:14]1[CH:19]=[CH:18][C:17]([F:20])=[CH:16][CH:15]=1.[F:21][CH:22]([F:28])[C:23](OCC)=[O:24]. (3) Given the product [CH2:15]([NH:18][C:4]1[C:5]2[N:11]=[C:10]([Cl:12])[N:9]=[C:8]([NH:3][CH2:4][CH:5]=[CH2:6])[C:6]=2[N:7]=[C:2]([Cl:1])[N:3]=1)[CH:16]=[CH2:17], predict the reactants needed to synthesize it. The reactants are: [Cl:1][C:2]1[N:3]=[C:4](Cl)[C:5]2[N:11]=[C:10]([Cl:12])[N:9]=[C:8](Cl)[C:6]=2[N:7]=1.[CH2:15]([NH2:18])[CH:16]=[CH2:17].C([O-])(O)=O.[Na+].